From a dataset of Full USPTO retrosynthesis dataset with 1.9M reactions from patents (1976-2016). Predict the reactants needed to synthesize the given product. (1) Given the product [CH3:22][C:15]1[CH:16]=[C:17]([CH:20]=[CH:21][C:14]=1[N:10]1[CH2:11][CH2:12][CH:7]([CH2:6][N:1]2[CH2:5][CH2:4][CH2:3][CH2:2]2)[CH2:8][CH2:9]1)[CH:18]=[O:19], predict the reactants needed to synthesize it. The reactants are: [N:1]1([CH2:6][CH:7]2[CH2:12][CH2:11][NH:10][CH2:9][CH2:8]2)[CH2:5][CH2:4][CH2:3][CH2:2]1.F[C:14]1[CH:21]=[CH:20][C:17]([CH:18]=[O:19])=[CH:16][C:15]=1[CH3:22]. (2) Given the product [C:25]([O:24][C:22]([N:14]([C:11]1[CH:10]=[CH:9][C:8]([O:7][CH3:6])=[CH:13][CH:12]=1)[CH2:15][CH2:16][C:17]([OH:19])=[O:18])=[O:23])([CH3:28])([CH3:27])[CH3:26], predict the reactants needed to synthesize it. The reactants are: C1COCC1.[CH3:6][O:7][C:8]1[CH:13]=[CH:12][C:11]([NH:14][CH2:15][CH2:16][C:17]([OH:19])=[O:18])=[CH:10][CH:9]=1.[OH-].[Na+].[C:22](O[C:22]([O:24][C:25]([CH3:28])([CH3:27])[CH3:26])=[O:23])([O:24][C:25]([CH3:28])([CH3:27])[CH3:26])=[O:23]. (3) Given the product [O:15]1[CH2:16][CH:14]1[CH2:13][O:1][C:2]1[CH:3]=[C:4]([CH:7]=[CH:8][CH:9]=1)[CH:5]=[O:6], predict the reactants needed to synthesize it. The reactants are: [OH:1][C:2]1[CH:3]=[C:4]([CH:7]=[CH:8][CH:9]=1)[CH:5]=[O:6].[H-].[Na+].Br[CH2:13][CH:14]1[CH2:16][O:15]1. (4) Given the product [O:1]1[C:6]2[CH:7]=[CH:8][C:9]([C:11]3[C:12]([C:18]([OH:23])([CH3:24])[C:19]([O:21][CH3:22])=[O:20])=[C:13]([CH3:17])[S:14][C:15]=3[CH3:16])=[CH:10][C:5]=2[CH2:4][CH2:3][CH2:2]1, predict the reactants needed to synthesize it. The reactants are: [O:1]1[C:6]2[CH:7]=[CH:8][C:9]([C:11]3[C:12]([C:18](=[O:23])[C:19]([O:21][CH3:22])=[O:20])=[C:13]([CH3:17])[S:14][C:15]=3[CH3:16])=[CH:10][C:5]=2[CH2:4][CH2:3][CH2:2]1.[CH3:24][Mg]Br. (5) Given the product [OH:1][CH2:2][CH:3]([NH:18][C:19](=[O:25])[O:20][C:21]([CH3:23])([CH3:22])[CH3:24])[C:4]1[CH:9]=[CH:8][CH:7]=[C:6]([C:10]#[C:11][C:12]2[CH:13]=[CH:14][CH:15]=[CH:16][CH:17]=2)[CH:5]=1, predict the reactants needed to synthesize it. The reactants are: [OH:1][CH2:2][C@@H:3]([NH:18][C:19](=[O:25])[O:20][C:21]([CH3:24])([CH3:23])[CH3:22])[C:4]1[CH:9]=[CH:8][CH:7]=[C:6]([C:10]#[C:11][C:12]2[CH:17]=[CH:16][CH:15]=[CH:14][CH:13]=2)[CH:5]=1.CC[C@H]1[C@H]2C[C@H]([C@H](OC3C4C(=CC=CC=4)C(O[C@H](C4C=CN=C5C=4C=C(OC)C=C5)[C@@H]4N5C[C@H](CC)[C@@H](CC5)C4)=NN=3)C3C=CN=C4C=3C=C(OC)C=C4)N(CC2)C1.CC[C@@H]1[C@@H]2C[C@H]([C@@H](OC3C4C(=CC=CC=4)C(O[C@@H](C4C=CN=C5C=4C=C(OC)C=C5)[C@@H]4N5C[C@H](CC)[C@@H](CC5)C4)=NN=3)C3C=CN=C4C=3C=C(OC)C=C4)N(CC2)C1. (6) Given the product [C:1]([O-:13])(=[O:12])[CH2:2][C:3]([CH2:8][C:9]([O-:11])=[O:10])([C:5]([O-:7])=[O:6])[OH:4].[C:1]([OH:13])(=[O:12])[CH2:2][C:3]([CH2:8][C:9]([OH:11])=[O:10])([C:5]([OH:7])=[O:6])[OH:4], predict the reactants needed to synthesize it. The reactants are: [C:1]([OH:13])(=[O:12])[CH2:2][C:3]([CH2:8][C:9]([OH:11])=[O:10])([C:5]([OH:7])=[O:6])[OH:4].[OH-].[Na+]. (7) Given the product [NH:16]1[CH:17]=[C:13]([C:10]2[CH:11]=[N:12][C:7]([C:1]3[CH:6]=[CH:5][CH:4]=[CH:3][CH:2]=3)=[N:8][CH:9]=2)[N:14]=[CH:15]1, predict the reactants needed to synthesize it. The reactants are: [C:1]1([C:7]2[N:12]=[CH:11][C:10]([C:13]3[N:14]=[CH:15][N:16](C(C4C=CC=CC=4)(C4C=CC=CC=4)C4C=CC=CC=4)[CH:17]=3)=[CH:9][N:8]=2)[CH:6]=[CH:5][CH:4]=[CH:3][CH:2]=1.Cl.